Dataset: Peptide-MHC class I binding affinity with 185,985 pairs from IEDB/IMGT. Task: Regression. Given a peptide amino acid sequence and an MHC pseudo amino acid sequence, predict their binding affinity value. This is MHC class I binding data. The peptide sequence is SAEPVPLQL. The MHC is HLA-B57:01 with pseudo-sequence HLA-B57:01. The binding affinity (normalized) is 0.